From a dataset of Forward reaction prediction with 1.9M reactions from USPTO patents (1976-2016). Predict the product of the given reaction. (1) Given the reactants [NH2:1][C:2]1[C:10]2[C:9]([C:11]3[CH:16]=[CH:15][C:14]([Cl:17])=[C:13]([Cl:18])[CH:12]=3)=[N:8][C:7](S(C)=O)=[N:6][C:5]=2[S:4][C:3]=1[C:22]([NH2:24])=[O:23].[NH2:25][CH:26]1[CH2:29][N:28]([C:30]([O:32][C:33]([CH3:36])([CH3:35])[CH3:34])=[O:31])[CH2:27]1, predict the reaction product. The product is: [NH2:1][C:2]1[C:10]2[C:9]([C:11]3[CH:16]=[CH:15][C:14]([Cl:17])=[C:13]([Cl:18])[CH:12]=3)=[N:8][C:7]([NH:25][CH:26]3[CH2:27][N:28]([C:30]([O:32][C:33]([CH3:36])([CH3:35])[CH3:34])=[O:31])[CH2:29]3)=[N:6][C:5]=2[S:4][C:3]=1[C:22](=[O:23])[NH2:24]. (2) Given the reactants N[C:2](=[CH:6][C:7]1[CH:12]=[CH:11][CH:10]=[CH:9][CH:8]=1)[C:3]([OH:5])=[O:4].[OH-].[Na+].N([O-])=O.[Na+].F[B-](F)(F)F.[H+].S(=O)(=O)(O)N, predict the reaction product. The product is: [CH:12]1[C:7]2[CH:6]=[C:2]([C:3]([OH:5])=[O:4])[C:12]3[C:7](=[CH:8][CH:9]=[CH:10][CH:11]=3)[C:8]=2[CH:9]=[CH:10][CH:11]=1.